Predict the product of the given reaction. From a dataset of Forward reaction prediction with 1.9M reactions from USPTO patents (1976-2016). (1) The product is: [F:1][C:2]1[CH:7]=[C:6]([F:8])[CH:5]=[CH:4][C:3]=1[C@:9]12[CH2:10][O:11][C@@H:12]([C@@H:17]3[CH2:21][CH2:20][CH2:19][O:18]3)[CH2:13][C@H:14]1[CH2:15][S:24][C:23]([NH:25][C:26](=[O:33])[C:27]1[CH:32]=[CH:31][CH:30]=[CH:29][CH:28]=1)=[N:22]2. Given the reactants [F:1][C:2]1[CH:7]=[C:6]([F:8])[CH:5]=[CH:4][C:3]=1[C@@:9]1([NH:22][C:23]([NH:25][C:26](=[O:33])[C:27]2[CH:32]=[CH:31][CH:30]=[CH:29][CH:28]=2)=[S:24])[C@H:14]([CH2:15]O)[CH2:13][C@H:12]([C@@H:17]2[CH2:21][CH2:20][CH2:19][O:18]2)[O:11][CH2:10]1.C(OC[C@@H]1OC[C@]2(C3C=CC(F)=CC=3F)N=C(NC(=O)C3C=CC=CC=3)SC[C@@H]2C1)C1C=CC=CC=1, predict the reaction product. (2) Given the reactants [BrH:1].[CH3:2][CH:3]1[CH2:8][CH2:7][O:6][C:4]1=[O:5].[CH3:9][CH2:10]O, predict the reaction product. The product is: [Br:1][CH2:7][CH2:8][CH:3]([CH3:2])[C:4]([O:6][CH2:9][CH3:10])=[O:5]. (3) Given the reactants [NH2:1][C:2]1[C:7]([N+:8]([O-:10])=[O:9])=[CH:6][CH:5]=[CH:4][C:3]=1[OH:11].[C:12](=O)([O-])[O-].[K+].[K+].CI.O, predict the reaction product. The product is: [CH3:12][O:11][C:3]1[CH:4]=[CH:5][CH:6]=[C:7]([N+:8]([O-:10])=[O:9])[C:2]=1[NH2:1]. (4) The product is: [Br:1][C:2]1[CH:11]=[C:10]2[C:5](=[CH:4][CH:3]=1)[N:6]([C:20]([CH:22]1[CH2:23][CH2:24]1)=[O:21])[C@@H:7]([CH3:19])[CH2:8][NH:9]2. Given the reactants [Br:1][C:2]1[CH:11]=[C:10]2[C:5]([N:6]([C:20]([CH:22]3[CH2:24][CH2:23]3)=[O:21])[C@@H:7]([CH3:19])[CH2:8][N:9]2C(OC(C)(C)C)=O)=[CH:4][CH:3]=1.C(O)C.Cl, predict the reaction product. (5) Given the reactants [C:1]([O-:14])(=[O:13])[CH2:2][CH2:3][CH2:25][CH2:26]CCCCCCC.[C:1]([O-:14])(=[O:13])[CH2:2][CH2:3]CCCCCCC[CH2:25][CH3:26].C([Sn+2]CCCC)CCC.O=C=[N:40]C1CC(C)(C)CC(C)(CN=C=O)C1.C(N=C=O)CCCCCN=C=O.C(CCN=C=O)CCCN=C=O.C(CCN=C=O)CCCN=C=O.C(CCN=C=O)CCCN=C=O.C(OCCO)(=O)C=C.[N-]=C=O, predict the reaction product. The product is: [C:1]([OH:14])(=[O:13])[CH:2]=[CH2:3].[NH2:40][C:1]([O:14][CH2:25][CH3:26])=[O:13].